Regression. Given two drug SMILES strings and cell line genomic features, predict the synergy score measuring deviation from expected non-interaction effect. From a dataset of NCI-60 drug combinations with 297,098 pairs across 59 cell lines. (1) Drug 1: C1CCC(C1)C(CC#N)N2C=C(C=N2)C3=C4C=CNC4=NC=N3. Drug 2: CC(C)(C#N)C1=CC(=CC(=C1)CN2C=NC=N2)C(C)(C)C#N. Cell line: NCI-H322M. Synergy scores: CSS=-0.273, Synergy_ZIP=5.86, Synergy_Bliss=-0.456, Synergy_Loewe=-1.73, Synergy_HSA=-1.07. (2) Drug 1: CCC1=CC2CC(C3=C(CN(C2)C1)C4=CC=CC=C4N3)(C5=C(C=C6C(=C5)C78CCN9C7C(C=CC9)(C(C(C8N6C)(C(=O)OC)O)OC(=O)C)CC)OC)C(=O)OC.C(C(C(=O)O)O)(C(=O)O)O. Drug 2: CN1C(=O)N2C=NC(=C2N=N1)C(=O)N. Cell line: NCI-H522. Synergy scores: CSS=56.0, Synergy_ZIP=1.39, Synergy_Bliss=3.30, Synergy_Loewe=-53.9, Synergy_HSA=-0.561. (3) Drug 1: CC1CCC2CC(C(=CC=CC=CC(CC(C(=O)C(C(C(=CC(C(=O)CC(OC(=O)C3CCCCN3C(=O)C(=O)C1(O2)O)C(C)CC4CCC(C(C4)OC)OP(=O)(C)C)C)C)O)OC)C)C)C)OC. Drug 2: CN1C=C(C=N1)C2=C3N=C(C(=C(N3N=C2)N)Br)C4CCCNC4. Cell line: UACC62. Synergy scores: CSS=34.1, Synergy_ZIP=-0.132, Synergy_Bliss=3.25, Synergy_Loewe=8.01, Synergy_HSA=9.14. (4) Drug 2: CC1=C2C(C(=O)C3(C(CC4C(C3C(C(C2(C)C)(CC1OC(=O)C(C(C5=CC=CC=C5)NC(=O)OC(C)(C)C)O)O)OC(=O)C6=CC=CC=C6)(CO4)OC(=O)C)O)C)O. Synergy scores: CSS=56.8, Synergy_ZIP=3.80, Synergy_Bliss=2.60, Synergy_Loewe=4.90, Synergy_HSA=8.35. Drug 1: CC1=C2C(C(=O)C3(C(CC4C(C3C(C(C2(C)C)(CC1OC(=O)C(C(C5=CC=CC=C5)NC(=O)OC(C)(C)C)O)O)OC(=O)C6=CC=CC=C6)(CO4)OC(=O)C)OC)C)OC. Cell line: SK-MEL-5.